Dataset: Catalyst prediction with 721,799 reactions and 888 catalyst types from USPTO. Task: Predict which catalyst facilitates the given reaction. (1) Reactant: [C:1](Cl)(Cl)=[O:2].[C:5]([O:9][C:10](=[O:32])[NH:11][C:12]([CH3:31])([CH3:30])[CH2:13][CH2:14][NH:15][C:16]1[CH:21]=[CH:20][CH:19]=[CH:18][C:17]=1[C:22]([OH:29])([CH2:26][CH2:27][CH3:28])[CH2:23][CH2:24][CH3:25])([CH3:8])([CH3:7])[CH3:6].C(N(CC)CC)C.N. Product: [C:5]([O:9][C:10](=[O:32])[NH:11][C:12]([CH3:30])([CH3:31])[CH2:13][CH2:14][N:15]1[C:16]2[CH:21]=[CH:20][CH:19]=[CH:18][C:17]=2[C:22]([CH2:23][CH2:24][CH3:25])([CH2:26][CH2:27][CH3:28])[O:29][C:1]1=[O:2])([CH3:6])([CH3:7])[CH3:8]. The catalyst class is: 476. (2) The catalyst class is: 371. Product: [C:13]([O:12][C:11]([NH:10][CH:8]([C:6]1[S:7][C:3]([C:1]([OH:21])=[O:2])=[CH:4][N:5]=1)[CH3:9])=[O:17])([CH3:16])([CH3:15])[CH3:14]. Reactant: [CH:1]([C:3]1[S:7][C:6]([CH:8]([NH:10][C:11](=[O:17])[O:12][C:13]([CH3:16])([CH3:15])[CH3:14])[CH3:9])=[N:5][CH:4]=1)=[O:2].O.O.P([O-])(O)(O)=[O:21].[Na+].CC(=CC)C.Cl([O-])=O.[Na+].